Dataset: Catalyst prediction with 721,799 reactions and 888 catalyst types from USPTO. Task: Predict which catalyst facilitates the given reaction. Reactant: [OH:1][C:2]1[C:3]([CH3:18])=[N:4][N:5]([CH2:8][CH2:9][NH:10][C:11](=[O:17])[O:12][C:13]([CH3:16])([CH3:15])[CH3:14])[C:6]=1[CH3:7].Br[CH2:20][CH:21]([CH2:24][CH3:25])[CH2:22][CH3:23]. Product: [CH2:22]([CH:21]([CH2:24][CH3:25])[CH2:20][O:1][C:2]1[C:3]([CH3:18])=[N:4][N:5]([CH2:8][CH2:9][NH:10][C:11](=[O:17])[O:12][C:13]([CH3:14])([CH3:15])[CH3:16])[C:6]=1[CH3:7])[CH3:23]. The catalyst class is: 18.